Dataset: Forward reaction prediction with 1.9M reactions from USPTO patents (1976-2016). Task: Predict the product of the given reaction. Given the reactants [H-].[Na+].[F:3][C:4]1[CH:9]=[CH:8][C:7]([C:10]2[NH:14][C:13](/[CH:15]=[CH:16]/[C:17]3[CH:22]=[CH:21][C:20]([N:23]4[CH:27]=[C:26]([CH3:28])[N:25]=[CH:24]4)=[C:19]([O:29][CH3:30])[CH:18]=3)=[N:12][C:11]=2[C:31]([O:33][CH2:34][CH2:35]Br)=[O:32])=[CH:6][CH:5]=1.C(OCC)(=O)C.O.C(=O)(O)[O-].[Na+], predict the reaction product. The product is: [F:3][C:4]1[CH:9]=[CH:8][C:7]([C:10]2[N:14]=[C:13](/[CH:15]=[CH:16]/[C:17]3[CH:22]=[CH:21][C:20]([N:23]4[CH:27]=[C:26]([CH3:28])[N:25]=[CH:24]4)=[C:19]([O:29][CH3:30])[CH:18]=3)[N:12]3[CH2:35][CH2:34][O:33][C:31](=[O:32])[C:11]=23)=[CH:6][CH:5]=1.